From a dataset of Forward reaction prediction with 1.9M reactions from USPTO patents (1976-2016). Predict the product of the given reaction. Given the reactants [Br:1][C:2]1[C:3]([NH2:9])=[C:4]([NH2:8])[CH:5]=[CH:6][CH:7]=1.[Se:10](=O)=O, predict the reaction product. The product is: [Br:1][C:2]1[C:3]2[C:4](=[N:8][Se:10][N:9]=2)[CH:5]=[CH:6][CH:7]=1.